Dataset: Peptide-MHC class II binding affinity with 134,281 pairs from IEDB. Task: Regression. Given a peptide amino acid sequence and an MHC pseudo amino acid sequence, predict their binding affinity value. This is MHC class II binding data. (1) The peptide sequence is YDKFIANVSTVLTGK. The MHC is DRB1_1001 with pseudo-sequence DRB1_1001. The binding affinity (normalized) is 0.664. (2) The peptide sequence is KPTAAGPKDNGGACG. The MHC is HLA-DQA10401-DQB10402 with pseudo-sequence HLA-DQA10401-DQB10402. The binding affinity (normalized) is 0. (3) The peptide sequence is GATDVDGMAWFTPVG. The MHC is DRB1_1201 with pseudo-sequence DRB1_1201. The binding affinity (normalized) is 0. (4) The peptide sequence is AFKVAATGANAAPAN. The MHC is DRB1_0701 with pseudo-sequence DRB1_0701. The binding affinity (normalized) is 0.718. (5) The peptide sequence is ILVLILAHPSKRSQK. The MHC is DRB1_0701 with pseudo-sequence DRB1_0701. The binding affinity (normalized) is 0.648.